From a dataset of Forward reaction prediction with 1.9M reactions from USPTO patents (1976-2016). Predict the product of the given reaction. (1) Given the reactants [Cl:1][C:2]1[CH:3]=[CH:4][C:5]([O:38][CH3:39])=[C:6]([CH:37]=1)[CH2:7][CH:8]1[C:14](=[O:15])[N:13]([C:16]([NH:18][C@H:19]([CH2:34][CH3:35])[C:20]([NH:22][C:23]2[CH:24]=[C:25]([CH:29]=[CH:30][C:31]=2[O:32]C)[C:26]([OH:28])=[O:27])=[O:21])=[O:17])[CH2:12][C:11](=[O:36])[NH:10][CH2:9]1.OC1C=C[C:44]([C:45]([O:47][C:48]([CH3:51])([CH3:50])[CH3:49])=[O:46])=CC=1[N+]([O-])=O.ClCOC.C(N(CC)C(C)C)(C)C, predict the reaction product. The product is: [ClH:1].[C:48]([O:47][C:45](=[O:46])[CH2:44][NH2:10])([CH3:51])([CH3:50])[CH3:49].[Cl:1][C:2]1[CH:3]=[CH:4][C:5]([O:38][CH3:39])=[C:6]([CH:37]=1)[CH2:7][CH:8]1[C:14](=[O:15])[N:13]([C:16]([NH:18][C@H:19]([CH2:34][CH3:35])[C:20]([NH:22][C:23]2[CH:24]=[C:25]([CH:29]=[CH:30][C:31]=2[OH:32])[C:26]([OH:28])=[O:27])=[O:21])=[O:17])[CH2:12][C:11](=[O:36])[NH:10][CH2:9]1. (2) Given the reactants Cl[C:2]1[CH:7]=[C:6]([C:8]2[CH:13]=[C:12]([C:14]3[CH:19]=[CH:18][C:17]([C:20]([F:23])([F:22])[F:21])=[CH:16][CH:15]=3)[CH:11]=[C:10]([CH3:24])[N:9]=2)[CH:5]=[CH:4][N:3]=1.[NH2:25][C:26]1[CH:31]=[CH:30][C:29](B2OC(C)(C)C(C)(C)O2)=[CH:28][N:27]=1, predict the reaction product. The product is: [CH3:24][C:10]1[N:9]=[C:8]([C:6]2[CH:5]=[CH:4][N:3]=[C:2]([C:29]3[CH:28]=[N:27][C:26]([NH2:25])=[CH:31][CH:30]=3)[CH:7]=2)[CH:13]=[C:12]([C:14]2[CH:19]=[CH:18][C:17]([C:20]([F:23])([F:22])[F:21])=[CH:16][CH:15]=2)[CH:11]=1. (3) Given the reactants Br[C:2]1[CH:3]=[N:4][N:5]([CH2:7][CH2:8][N:9]([CH2:17][CH2:18][O:19][CH3:20])[C:10](=[O:16])[O:11][C:12]([CH3:15])([CH3:14])[CH3:13])[CH:6]=1.[B:21]1([B:21]2[O:25][C:24]([CH3:27])([CH3:26])[C:23]([CH3:29])([CH3:28])[O:22]2)[O:25][C:24]([CH3:27])([CH3:26])[C:23]([CH3:29])([CH3:28])[O:22]1.C(O[K])(C)=O, predict the reaction product. The product is: [CH3:20][O:19][CH2:18][CH2:17][N:9]([CH2:8][CH2:7][N:5]1[CH:6]=[C:2]([B:21]2[O:25][C:24]([CH3:27])([CH3:26])[C:23]([CH3:29])([CH3:28])[O:22]2)[CH:3]=[N:4]1)[C:10](=[O:16])[O:11][C:12]([CH3:15])([CH3:14])[CH3:13]. (4) Given the reactants Cl.[OH:2][C@@H:3]1[CH2:8][CH2:7][CH2:6][NH:5][CH2:4]1.[CH3:9][C:10]1[O:14][N:13]=[CH:12][C:11]=1[C:15](O)=[O:16], predict the reaction product. The product is: [OH:2][C@@H:3]1[CH2:8][CH2:7][CH2:6][N:5]([C:15]([C:11]2[CH:12]=[N:13][O:14][C:10]=2[CH3:9])=[O:16])[CH2:4]1. (5) Given the reactants [CH3:1][C:2]1[CH:7]=[CH:6][CH:5]=[C:4]([CH2:8][OH:9])[C:3]=1[CH2:10][OH:11].N1C=CN=C1.[C:17]([Si:21](Cl)([CH3:23])[CH3:22])([CH3:20])([CH3:19])[CH3:18].O, predict the reaction product. The product is: [Si:21]([O:9][CH2:8][C:4]1[CH:5]=[CH:6][CH:7]=[C:2]([CH3:1])[C:3]=1[CH2:10][OH:11])([C:17]([CH3:20])([CH3:19])[CH3:18])([CH3:23])[CH3:22]. (6) Given the reactants [Br:1][CH2:2][CH2:3][O:4][C:5]1[CH:10]=[CH:9][C:8]([N+:11]([O-:13])=[O:12])=[CH:7][C:6]=1[C:14]1[N:18]([CH3:19])[N:17]=[CH:16][CH:15]=1.[Br:20]N1C(=O)CCC1=O, predict the reaction product. The product is: [Br:20][C:15]1[CH:16]=[N:17][N:18]([CH3:19])[C:14]=1[C:6]1[CH:7]=[C:8]([N+:11]([O-:13])=[O:12])[CH:9]=[CH:10][C:5]=1[O:4][CH2:3][CH2:2][Br:1].